Dataset: NCI-60 drug combinations with 297,098 pairs across 59 cell lines. Task: Regression. Given two drug SMILES strings and cell line genomic features, predict the synergy score measuring deviation from expected non-interaction effect. (1) Drug 1: CC(C1=C(C=CC(=C1Cl)F)Cl)OC2=C(N=CC(=C2)C3=CN(N=C3)C4CCNCC4)N. Drug 2: CC1=CC=C(C=C1)C2=CC(=NN2C3=CC=C(C=C3)S(=O)(=O)N)C(F)(F)F. Cell line: OVCAR-8. Synergy scores: CSS=7.52, Synergy_ZIP=1.22, Synergy_Bliss=5.42, Synergy_Loewe=5.03, Synergy_HSA=5.05. (2) Synergy scores: CSS=20.6, Synergy_ZIP=-5.17, Synergy_Bliss=1.83, Synergy_Loewe=-6.89, Synergy_HSA=-0.696. Cell line: PC-3. Drug 1: CCN(CC)CCNC(=O)C1=C(NC(=C1C)C=C2C3=C(C=CC(=C3)F)NC2=O)C. Drug 2: C1=NC2=C(N1)C(=S)N=CN2. (3) Drug 1: C1=CC(=CC=C1CCCC(=O)O)N(CCCl)CCCl. Drug 2: CCC1=C2CN3C(=CC4=C(C3=O)COC(=O)C4(CC)O)C2=NC5=C1C=C(C=C5)O. Cell line: NCI-H322M. Synergy scores: CSS=1.21, Synergy_ZIP=-1.39, Synergy_Bliss=-2.66, Synergy_Loewe=-15.5, Synergy_HSA=-5.05. (4) Cell line: LOX IMVI. Drug 1: C1CCC(CC1)NC(=O)N(CCCl)N=O. Synergy scores: CSS=38.8, Synergy_ZIP=-2.36, Synergy_Bliss=0.820, Synergy_Loewe=-31.2, Synergy_HSA=1.17. Drug 2: C(=O)(N)NO. (5) Cell line: MDA-MB-435. Drug 1: CC1=C2C(C(=O)C3(C(CC4C(C3C(C(C2(C)C)(CC1OC(=O)C(C(C5=CC=CC=C5)NC(=O)OC(C)(C)C)O)O)OC(=O)C6=CC=CC=C6)(CO4)OC(=O)C)OC)C)OC. Drug 2: C1CN(P(=O)(OC1)NCCCl)CCCl. Synergy scores: CSS=30.7, Synergy_ZIP=-0.277, Synergy_Bliss=-5.46, Synergy_Loewe=-32.8, Synergy_HSA=-5.54. (6) Drug 1: CC12CCC3C(C1CCC2=O)CC(=C)C4=CC(=O)C=CC34C. Drug 2: C(CN)CNCCSP(=O)(O)O. Cell line: HS 578T. Synergy scores: CSS=-2.35, Synergy_ZIP=-12.4, Synergy_Bliss=-24.9, Synergy_Loewe=-33.7, Synergy_HSA=-26.0. (7) Drug 1: C1CN1C2=NC(=NC(=N2)N3CC3)N4CC4. Drug 2: C1CCC(C(C1)N)N.C(=O)(C(=O)[O-])[O-].[Pt+4]. Cell line: HL-60(TB). Synergy scores: CSS=77.9, Synergy_ZIP=2.46, Synergy_Bliss=2.64, Synergy_Loewe=-0.787, Synergy_HSA=5.88. (8) Cell line: UACC-257. Drug 1: CC1=C(C=C(C=C1)NC2=NC=CC(=N2)N(C)C3=CC4=NN(C(=C4C=C3)C)C)S(=O)(=O)N.Cl. Drug 2: CCC1(C2=C(COC1=O)C(=O)N3CC4=CC5=C(C=CC(=C5CN(C)C)O)N=C4C3=C2)O.Cl. Synergy scores: CSS=9.02, Synergy_ZIP=-2.59, Synergy_Bliss=-1.73, Synergy_Loewe=-10.0, Synergy_HSA=-2.53.